Dataset: NCI-60 drug combinations with 297,098 pairs across 59 cell lines. Task: Regression. Given two drug SMILES strings and cell line genomic features, predict the synergy score measuring deviation from expected non-interaction effect. (1) Synergy scores: CSS=7.50, Synergy_ZIP=-1.84, Synergy_Bliss=0.883, Synergy_Loewe=-6.83, Synergy_HSA=-0.815. Drug 1: C1=CC(=CC=C1CC(C(=O)O)N)N(CCCl)CCCl.Cl. Cell line: PC-3. Drug 2: C(CN)CNCCSP(=O)(O)O. (2) Drug 1: CCC1(CC2CC(C3=C(CCN(C2)C1)C4=CC=CC=C4N3)(C5=C(C=C6C(=C5)C78CCN9C7C(C=CC9)(C(C(C8N6C=O)(C(=O)OC)O)OC(=O)C)CC)OC)C(=O)OC)O.OS(=O)(=O)O. Drug 2: C(=O)(N)NO. Cell line: OVCAR-4. Synergy scores: CSS=2.48, Synergy_ZIP=0.700, Synergy_Bliss=2.92, Synergy_Loewe=2.44, Synergy_HSA=1.60. (3) Drug 1: COC1=C2C(=CC3=C1OC=C3)C=CC(=O)O2. Drug 2: N.N.Cl[Pt+2]Cl. Cell line: NCI-H460. Synergy scores: CSS=47.7, Synergy_ZIP=-0.947, Synergy_Bliss=-3.45, Synergy_Loewe=-18.5, Synergy_HSA=-3.53. (4) Drug 1: C1=CC(=CC=C1CC(C(=O)O)N)N(CCCl)CCCl.Cl. Drug 2: C1=NC2=C(N=C(N=C2N1C3C(C(C(O3)CO)O)F)Cl)N. Cell line: KM12. Synergy scores: CSS=8.60, Synergy_ZIP=-5.69, Synergy_Bliss=-6.70, Synergy_Loewe=-4.54, Synergy_HSA=-4.48. (5) Drug 1: C1CCC(CC1)NC(=O)N(CCCl)N=O. Drug 2: COC1=C2C(=CC3=C1OC=C3)C=CC(=O)O2. Cell line: ACHN. Synergy scores: CSS=21.0, Synergy_ZIP=-4.73, Synergy_Bliss=-0.973, Synergy_Loewe=-2.21, Synergy_HSA=-2.41. (6) Drug 1: CC1C(C(CC(O1)OC2CC(CC3=C2C(=C4C(=C3O)C(=O)C5=C(C4=O)C(=CC=C5)OC)O)(C(=O)CO)O)N)O.Cl. Drug 2: CC1C(C(CC(O1)OC2CC(CC3=C2C(=C4C(=C3O)C(=O)C5=C(C4=O)C(=CC=C5)OC)O)(C(=O)CO)O)N)O.Cl. Cell line: NCI-H460. Synergy scores: CSS=55.7, Synergy_ZIP=-1.66, Synergy_Bliss=-2.93, Synergy_Loewe=2.52, Synergy_HSA=3.45. (7) Drug 1: CC1C(C(=O)NC(C(=O)N2CCCC2C(=O)N(CC(=O)N(C(C(=O)O1)C(C)C)C)C)C(C)C)NC(=O)C3=C4C(=C(C=C3)C)OC5=C(C(=O)C(=C(C5=N4)C(=O)NC6C(OC(=O)C(N(C(=O)CN(C(=O)C7CCCN7C(=O)C(NC6=O)C(C)C)C)C)C(C)C)C)N)C. Drug 2: CC1=C(C(=CC=C1)Cl)NC(=O)C2=CN=C(S2)NC3=CC(=NC(=N3)C)N4CCN(CC4)CCO. Cell line: COLO 205. Synergy scores: CSS=11.7, Synergy_ZIP=-4.04, Synergy_Bliss=-0.840, Synergy_Loewe=-6.36, Synergy_HSA=-3.34.